Task: Predict the product of the given reaction.. Dataset: Forward reaction prediction with 1.9M reactions from USPTO patents (1976-2016) (1) Given the reactants [CH3:1][C:2]1([CH3:22])[C:11](=[O:12])[NH:10][C:9]2[N:8]=[CH:7][C:6](/[CH:13]=[CH:14]/[C:15]([O:17]C(C)(C)C)=[O:16])=[CH:5][C:4]=2[CH2:3]1.C(O)(C(F)(F)F)=O, predict the reaction product. The product is: [CH3:1][C:2]1([CH3:22])[C:11](=[O:12])[NH:10][C:9]2[N:8]=[CH:7][C:6](/[CH:13]=[CH:14]/[C:15]([OH:17])=[O:16])=[CH:5][C:4]=2[CH2:3]1. (2) Given the reactants [N+:1]([C:4]1[CH:13]=[CH:12][CH:11]=[C:10]2[C:5]=1[CH:6]=[CH:7][C:8](Cl)=[N:9]2)([O-])=O.[CH3:15][C:16]1[O:17][C:18]2[C:24]([NH2:25])=[CH:23][CH:22]=[CH:21][C:19]=2[CH:20]=1.[CH3:26][C:27]1[N:28]=[CH:29][NH:30][C:31]=1[CH:32]=O, predict the reaction product. The product is: [CH3:15][C:16]1[O:17][C:18]2[C:24]([NH:25][C:8]3[CH:7]=[CH:6][C:5]4[C:4]([NH:1][CH2:26][C:27]5[NH:28][CH:29]=[N:30][C:31]=5[CH3:32])=[CH:13][CH:12]=[CH:11][C:10]=4[N:9]=3)=[CH:23][CH:22]=[CH:21][C:19]=2[CH:20]=1.